From a dataset of Full USPTO retrosynthesis dataset with 1.9M reactions from patents (1976-2016). Predict the reactants needed to synthesize the given product. (1) Given the product [CH:23]1([CH2:22][O:21][C:20]2[C:15]3[N:16]([C:12]([C:10]([NH:9][CH2:8][C:53]4[CH:54]=[CH:49][N:50]=[C:51]([N:30]5[CH2:31][CH2:32][CH:33]([C:36]([OH:38])=[O:37])[CH2:34][CH2:35]5)[CH:52]=4)=[O:11])=[C:13]([CH3:29])[N:14]=3)[CH:17]=[CH:18][CH:19]=2)[CH2:24][CH2:25][CH2:26][CH2:27][CH2:28]1, predict the reactants needed to synthesize it. The reactants are: ClC1N=CC([CH2:8][NH:9][C:10]([C:12]2[N:16]3[CH:17]=[CH:18][CH:19]=[C:20]([O:21][CH2:22][CH:23]4[CH2:28][CH2:27][CH2:26][CH2:25][CH2:24]4)[C:15]3=[N:14][C:13]=2[CH3:29])=[O:11])=CC=1.[NH:30]1[CH2:35][CH2:34][CH:33]([C:36]([O:38]CC)=[O:37])[CH2:32][CH2:31]1.C(=O)([O-])[O-].[K+].[K+].[Cl-].[NH4+].[CH3:49][N:50]1[CH2:54][CH2:53][CH2:52][C:51]1=O. (2) The reactants are: [C:1]1([OH:7])[CH:6]=[CH:5][CH:4]=[CH:3][CH:2]=1.C1(P(C2C=CC=CC=2)C2C=CC=CC=2)C=CC=CC=1.[CH3:27][C@@H:28](O)[CH2:29][C@H:30]([OH:32])[CH3:31].C(OC(N=NC(OC(C)C)=O)=O)(C)C.C1(C)C=CC=CC=1. Given the product [O:7]([C@@H:28]([CH3:27])[CH2:29][C@H:30]([OH:32])[CH3:31])[C:1]1[CH:6]=[CH:5][CH:4]=[CH:3][CH:2]=1.[C:1]1([OH:7])[CH:6]=[CH:5][CH:4]=[CH:3][CH:2]=1, predict the reactants needed to synthesize it. (3) The reactants are: [C:1]1([NH:7][NH2:8])[CH:6]=[CH:5][CH:4]=[CH:3][CH:2]=1.[CH3:9][CH:10]([C:16]([CH3:18])=O)[C:11](OCC)=[O:12]. Given the product [CH3:9][C:10]1[C:11](=[O:12])[N:7]([C:1]2[CH:6]=[CH:5][CH:4]=[CH:3][CH:2]=2)[NH:8][C:16]=1[CH3:18], predict the reactants needed to synthesize it. (4) Given the product [C:9]([NH:8][C:5]1[C:4]([NH2:13])=[CH:3][C:2]([B:14]2[O:18][C:17]([CH3:20])([CH3:19])[C:16]([CH3:22])([CH3:21])[O:15]2)=[CH:7][CH:6]=1)([CH3:12])([CH3:11])[CH3:10], predict the reactants needed to synthesize it. The reactants are: Br[C:2]1[CH:3]=[C:4]([NH2:13])[C:5]([NH:8][C:9]([CH3:12])([CH3:11])[CH3:10])=[CH:6][CH:7]=1.[B:14]1([B:14]2[O:18][C:17]([CH3:20])([CH3:19])[C:16]([CH3:22])([CH3:21])[O:15]2)[O:18][C:17]([CH3:20])([CH3:19])[C:16]([CH3:22])([CH3:21])[O:15]1.CC([O-])=O.[K+].O. (5) Given the product [CH2:1]([N:8]1[C:12]2[CH:13]=[CH:14][C:15]([NH:17][C:18]3[CH:27]=[CH:26][C:25]([CH:28]4[CH2:29][CH2:30]4)=[CH:24][C:19]=3[C:20]([OH:22])=[O:21])=[CH:16][C:11]=2[S:10][C:9]1=[O:31])[C:2]1[CH:7]=[CH:6][CH:5]=[CH:4][CH:3]=1, predict the reactants needed to synthesize it. The reactants are: [CH2:1]([N:8]1[C:12]2[CH:13]=[CH:14][C:15]([NH:17][C:18]3[CH:27]=[CH:26][C:25]([CH:28]4[CH2:30][CH2:29]4)=[CH:24][C:19]=3[C:20]([O:22]C)=[O:21])=[CH:16][C:11]=2[S:10][C:9]1=[O:31])[C:2]1[CH:7]=[CH:6][CH:5]=[CH:4][CH:3]=1.[OH-].[Na+].O.Cl. (6) Given the product [CH2:34]([O:33][C:31](=[O:32])[CH2:30][CH:25]1[C:24]2[N:29]([C:21]3[N:20]=[CH:19][CH:18]=[C:17]([S:16][CH3:15])[C:22]=3[C:23]=2[C:6](=[O:7])[C:5]2[CH:9]=[CH:10][C:2]([Cl:1])=[CH:3][CH:4]=2)[CH2:28][CH2:27][CH2:26]1)[CH3:35], predict the reactants needed to synthesize it. The reactants are: [Cl:1][C:2]1[CH:10]=[CH:9][C:5]([C:6](Cl)=[O:7])=[CH:4][CH:3]=1.[Al+3].[Cl-].[Cl-].[Cl-].[CH3:15][S:16][C:17]1[C:22]2[CH:23]=[C:24]3[N:29]([C:21]=2[N:20]=[CH:19][CH:18]=1)[CH2:28][CH2:27][CH2:26][CH:25]3[CH2:30][C:31]([O:33][CH2:34][CH3:35])=[O:32]. (7) Given the product [C:1]([NH:5][C:6]1[N:7]=[C:8]([Cl:17])[CH:9]=[C:10]2[C:15]=1[C:14](=[O:16])[N:13]([CH2:25][C@@H:26]([OH:29])[CH2:27][OH:28])[CH:12]=[CH:11]2)([CH3:4])([CH3:2])[CH3:3], predict the reactants needed to synthesize it. The reactants are: [C:1]([NH:5][C:6]1[N:7]=[C:8]([Cl:17])[CH:9]=[C:10]2[C:15]=1[C:14](=[O:16])[NH:13][CH:12]=[CH:11]2)([CH3:4])([CH3:3])[CH3:2].C([O-])([O-])=O.[Cs+].[Cs+].Cl[CH2:25][C@@H:26]([OH:29])[CH2:27][OH:28].C(OCC)(=O)C.